From a dataset of Reaction yield outcomes from USPTO patents with 853,638 reactions. Predict the reaction yield, written as a fraction of the theoretical maximum amount of product (1.0 means a 100% yield; for example, 0.34 means a 34% yield). (1) The reactants are [F:1][C:2]1[CH:11]=[C:10]2[C:5]([C:6]([CH2:13][C:14]3[N:18]([CH3:19])[N:17]=[CH:16][N:15]=3)=[N:7][NH:8][C:9]2=[O:12])=[C:4]([NH:20]/[N:21]=[CH:22]/[C:23]2[CH:28]=[CH:27][C:26]([F:29])=[CH:25][CH:24]=2)[CH:3]=1.C([O-])([O-])=O.[Cs+].[Cs+].[CH3:36][C:37]([O:40][C:41](O[C:41]([O:40][C:37]([CH3:39])([CH3:38])[CH3:36])=[O:42])=[O:42])([CH3:39])[CH3:38]. The catalyst is C1COCC1.CC#N.O. The product is [F:1][C:2]1[CH:3]=[C:4]2[NH:20][N:21]([C:41]([O:40][C:37]([CH3:39])([CH3:38])[CH3:36])=[O:42])[CH:22]([C:23]3[CH:28]=[CH:27][C:26]([F:29])=[CH:25][CH:24]=3)[CH:13]([C:14]3[N:18]([CH3:19])[N:17]=[CH:16][N:15]=3)[C:6]3=[N:7][NH:8][C:9](=[O:12])[C:10]([CH:11]=1)=[C:5]23. The yield is 0.0700. (2) The product is [C:52]([O:51][C:49]([N:23]1[C:22](=[O:44])[C:21]2([CH2:20][CH2:19][N:18]([S:15]([CH2:14][CH2:13][C:10]3[CH:11]=[CH:12][C:7]([C:6]([O:5][C:1]([CH3:4])([CH3:3])[CH3:2])=[O:48])=[CH:8][C:9]=3[CH3:47])(=[O:17])=[O:16])[CH2:46][CH2:45]2)[N:25]=[C:24]1[C:26]1[CH:31]=[C:30]([C:32]([F:35])([F:34])[F:33])[CH:29]=[C:28]([O:36][CH2:37][C:38]2[CH:43]=[CH:42][CH:41]=[CH:40][CH:39]=2)[CH:27]=1)=[O:50])([CH3:55])([CH3:54])[CH3:53]. The reactants are [C:1]([O:5][C:6](=[O:48])[C:7]1[CH:12]=[CH:11][C:10]([CH2:13][CH2:14][S:15]([N:18]2[CH2:46][CH2:45][C:21]3([N:25]=[C:24]([C:26]4[CH:31]=[C:30]([C:32]([F:35])([F:34])[F:33])[CH:29]=[C:28]([O:36][CH2:37][C:38]5[CH:43]=[CH:42][CH:41]=[CH:40][CH:39]=5)[CH:27]=4)[NH:23][C:22]3=[O:44])[CH2:20][CH2:19]2)(=[O:17])=[O:16])=[C:9]([CH3:47])[CH:8]=1)([CH3:4])([CH3:3])[CH3:2].[C:49](O[C:49]([O:51][C:52]([CH3:55])([CH3:54])[CH3:53])=[O:50])([O:51][C:52]([CH3:55])([CH3:54])[CH3:53])=[O:50]. The catalyst is C1COCC1.CN(C1C=CN=CC=1)C.C(OCC)(=O)C. The yield is 0.851. (3) The reactants are [H-].[Na+].[C:3]([C:5]1[C:10]([C:11]2[NH:15][CH:14]=[C:13]([CH2:16][N:17]([CH3:25])[C:18](=[O:24])[O:19][C:20]([CH3:23])([CH3:22])[CH3:21])[C:12]=2[F:26])=[CH:9][CH:8]=[CH:7][N:6]=1)#[N:4].C1OCCOCCOCCOCCOC1.[C:42]([C:44]1[CH:45]=[C:46]([S:50](Cl)(=[O:52])=[O:51])[CH:47]=[CH:48][CH:49]=1)#[N:43]. The catalyst is O1CCCC1.O. The product is [C:42]([C:44]1[CH:45]=[C:46]([S:50]([N:15]2[C:11]([C:10]3[C:5]([C:3]#[N:4])=[N:6][CH:7]=[CH:8][CH:9]=3)=[C:12]([F:26])[C:13]([CH2:16][N:17]([CH3:25])[C:18](=[O:24])[O:19][C:20]([CH3:22])([CH3:23])[CH3:21])=[CH:14]2)(=[O:52])=[O:51])[CH:47]=[CH:48][CH:49]=1)#[N:43]. The yield is 0.810.